Predict the reactants needed to synthesize the given product. From a dataset of Full USPTO retrosynthesis dataset with 1.9M reactions from patents (1976-2016). (1) The reactants are: Cl[CH2:2][C:3]([N:5]1[CH2:10][CH2:9][CH:8]([CH2:11][O:12][C:13]2[CH:22]=[C:21]3[C:16]([C:17]([NH:23][C:24]4[CH:29]=[CH:28][C:27]([Cl:30])=[CH:26][C:25]=4[F:31])=[N:18][CH:19]=[N:20]3)=[CH:15][C:14]=2[O:32][CH3:33])[CH2:7][CH2:6]1)=[O:4].[NH:34]1[CH2:38][CH2:37][CH2:36][CH2:35]1. Given the product [Cl:30][C:27]1[CH:28]=[CH:29][C:24]([NH:23][C:17]2[C:16]3[C:21](=[CH:22][C:13]([O:12][CH2:11][CH:8]4[CH2:7][CH2:6][N:5]([C:3](=[O:4])[CH2:2][N:34]5[CH2:38][CH2:37][CH2:36][CH2:35]5)[CH2:10][CH2:9]4)=[C:14]([O:32][CH3:33])[CH:15]=3)[N:20]=[CH:19][N:18]=2)=[C:25]([F:31])[CH:26]=1, predict the reactants needed to synthesize it. (2) Given the product [Cl:22][C:23]1[CH:28]=[CH:27][C:26]([C:29]2[O:33][C:32]([C:34]([NH:1][C:2]3[CH:7]=[C:6]([C:8]4[CH:13]=[CH:12][C:11]([C:14]([NH:16][CH2:17][CH:18]5[CH2:20][CH2:19]5)=[O:15])=[CH:10][CH:9]=4)[C:5]([CH3:21])=[CH:4][CH:3]=3)=[O:35])=[CH:31][CH:30]=2)=[CH:25][CH:24]=1, predict the reactants needed to synthesize it. The reactants are: [NH2:1][C:2]1[CH:3]=[CH:4][C:5]([CH3:21])=[C:6]([C:8]2[CH:13]=[CH:12][C:11]([C:14]([NH:16][CH2:17][CH:18]3[CH2:20][CH2:19]3)=[O:15])=[CH:10][CH:9]=2)[CH:7]=1.[Cl:22][C:23]1[CH:28]=[CH:27][C:26]([C:29]2[O:33][C:32]([C:34](O)=[O:35])=[CH:31][CH:30]=2)=[CH:25][CH:24]=1. (3) Given the product [F:1][C:2]1[CH:7]=[CH:6][C:5]([CH2:8][CH:9]([C:24]2[CH:25]=[CH:26][C:27]([S:30]([CH3:33])(=[O:31])=[O:32])=[CH:28][CH:29]=2)[C:10]([NH:12][C:13]2[CH:18]=[N:17][C:16]([CH2:19][OH:20])=[CH:15][N:14]=2)=[O:11])=[CH:4][CH:3]=1, predict the reactants needed to synthesize it. The reactants are: [F:1][C:2]1[CH:7]=[CH:6][C:5]([CH2:8][CH:9]([C:24]2[CH:29]=[CH:28][C:27]([S:30]([CH3:33])(=[O:32])=[O:31])=[CH:26][CH:25]=2)[C:10]([NH:12][C:13]2[N:14]=[CH:15][C:16]([CH2:19][O:20]C(=O)C)=[N:17][CH:18]=2)=[O:11])=[CH:4][CH:3]=1.C([O-])([O-])=O.[K+].[K+].Cl. (4) Given the product [CH3:31][S:32]([NH:35][C:36]1[CH:37]=[CH:38][C:39]([C:2]2[CH:3]=[C:4]3[C:8](=[C:9]([C:11]([NH2:13])=[O:12])[CH:10]=2)[NH:7][N:6]=[C:5]3[CH:14]2[CH2:19][CH2:18][N:17]([S:20]([CH2:23][CH2:24][CH2:25][N:26]3[CH2:27][CH2:28][CH2:29][CH2:30]3)(=[O:22])=[O:21])[CH2:16][CH2:15]2)=[CH:40][CH:41]=1)(=[O:34])=[O:33], predict the reactants needed to synthesize it. The reactants are: Br[C:2]1[CH:3]=[C:4]2[C:8](=[C:9]([C:11]([NH2:13])=[O:12])[CH:10]=1)[NH:7][N:6]=[C:5]2[CH:14]1[CH2:19][CH2:18][N:17]([S:20]([CH2:23][CH2:24][CH2:25][N:26]2[CH2:30][CH2:29][CH2:28][CH2:27]2)(=[O:22])=[O:21])[CH2:16][CH2:15]1.[CH3:31][S:32]([NH:35][C:36]1[CH:41]=[CH:40][C:39](B(O)O)=[CH:38][CH:37]=1)(=[O:34])=[O:33].C(=O)([O-])[O-].[K+].[K+]. (5) Given the product [ClH:27].[NH:10]1[C@@H:5]2[CH2:6][CH2:7][CH2:8][CH2:9][C@H:4]2[NH:3][C:11]1=[N:13][C:14]1[CH:19]=[CH:18][CH:17]=[CH:16][C:15]=1[O:20][C:21]1[CH:26]=[CH:25][CH:24]=[CH:23][CH:22]=1, predict the reactants needed to synthesize it. The reactants are: CI.[NH2:3][C@@H:4]1[CH2:9][CH2:8][CH2:7][CH2:6][C@H:5]1[NH:10][C:11]([NH:13][C:14]1[CH:19]=[CH:18][CH:17]=[CH:16][C:15]=1[O:20][C:21]1[CH:26]=[CH:25][CH:24]=[CH:23][CH:22]=1)=S.[ClH:27]. (6) The reactants are: [NH2:1][C:2]1[C:6]2([CH2:11][CH2:10][CH2:9][CH2:8][CH2:7]2)[O:5][C:4](=[O:12])[C:3]=1[C:13]1[C:18]([CH3:19])=[CH:17][C:16]([C:20]2[CH:25]=[CH:24][CH:23]=[C:22]([NH2:26])[CH:21]=2)=[C:15]([Cl:27])[CH:14]=1.CCN(C(C)C)C(C)C.Cl[CH2:38][CH2:39][S:40](Cl)(=[O:42])=[O:41].Cl. Given the product [NH2:1][C:2]1[C:6]2([CH2:11][CH2:10][CH2:9][CH2:8][CH2:7]2)[O:5][C:4](=[O:12])[C:3]=1[C:13]1[C:18]([CH3:19])=[CH:17][C:16]([C:20]2[CH:25]=[CH:24][CH:23]=[C:22]([NH:26][S:40]([CH2:39][CH3:38])(=[O:42])=[O:41])[CH:21]=2)=[C:15]([Cl:27])[CH:14]=1, predict the reactants needed to synthesize it. (7) Given the product [ClH:10].[Cl:10][C:11]1[CH:12]=[CH:13][C:14]([O:28][CH2:29][CH:30]([CH3:32])[CH3:31])=[C:15]([CH2:17][N:18]2[C:22]([CH3:23])=[CH:21][C:20]([C:24]3[NH:8][C:7]4[C:2]([N:1]=3)=[N:3][CH:4]=[CH:5][CH:6]=4)=[N:19]2)[CH:16]=1, predict the reactants needed to synthesize it. The reactants are: [NH2:1][C:2]1[C:7]([NH2:8])=[CH:6][CH:5]=[CH:4][N:3]=1.Cl.[Cl:10][C:11]1[CH:12]=[CH:13][C:14]([O:28][CH2:29][CH:30]([CH3:32])[CH3:31])=[C:15]([CH2:17][N:18]2[C:22]([CH3:23])=[CH:21][C:20]([C:24](=N)OC)=[N:19]2)[CH:16]=1. (8) The reactants are: C1COCC1.[CH:6]1([CH2:10][N:11]2[C:16](=[O:17])[C:15]([C:18]3[NH:23][C:22]4[CH:24]=[CH:25][C:26]([N+:28]([O-])=O)=[CH:27][C:21]=4[S:20](=[O:32])(=[O:31])[N:19]=3)=[C:14]([OH:33])[C:13]([C:34]3[S:35][CH:36]=[CH:37][CH:38]=3)=[N:12]2)[CH2:9][CH2:8][CH2:7]1.NN. Given the product [NH2:28][C:26]1[CH:25]=[CH:24][C:22]2[NH:23][C:18]([C:15]3[C:16](=[O:17])[N:11]([CH2:10][CH:6]4[CH2:7][CH2:8][CH2:9]4)[N:12]=[C:13]([C:34]4[S:35][CH:36]=[CH:37][CH:38]=4)[C:14]=3[OH:33])=[N:19][S:20](=[O:31])(=[O:32])[C:21]=2[CH:27]=1, predict the reactants needed to synthesize it. (9) Given the product [CH2:18]([O:17][C@H:14]1[CH2:15][CH2:16][C@H:11]([NH:10][C:7]2[CH:8]=[CH:9][C:4]3[N:5]([C:20]([C:21]4[CH:26]=[CH:25][N:24]=[CH:23][CH:22]=4)=[C:2]([C:27]#[N:28])[N:3]=3)[N:6]=2)[CH2:12][CH2:13]1)[CH3:19], predict the reactants needed to synthesize it. The reactants are: Br[C:2]1[N:3]=[C:4]2[CH:9]=[CH:8][C:7]([NH:10][C@H:11]3[CH2:16][CH2:15][C@H:14]([O:17][CH2:18][CH3:19])[CH2:13][CH2:12]3)=[N:6][N:5]2[C:20]=1[C:21]1[CH:26]=[CH:25][N:24]=[CH:23][CH:22]=1.[CH3:27][N:28]1CCN(C)C1=O.